This data is from Forward reaction prediction with 1.9M reactions from USPTO patents (1976-2016). The task is: Predict the product of the given reaction. (1) Given the reactants [Cl:1][C:2]1[CH:3]=[CH:4][C:5]([N:12]2[C:17](=[O:18])[C:16]3[CH:19]=[C:20]([CH2:22][CH3:23])[S:21][C:15]=3[N:14]([CH2:24][C:25]3[CH:30]=[CH:29][C:28]([C:31]4[CH:36]=[CH:35][CH:34]=[CH:33][C:32]=4[C:37]4[NH:41][C:40](=[O:42])[O:39][N:38]=4)=[CH:27][CH:26]=3)[C:13]2=[O:43])=[C:6]([CH:11]=1)[C:7]([O:9]C)=[O:8].[OH-].[Na+], predict the reaction product. The product is: [Cl:1][C:2]1[CH:3]=[CH:4][C:5]([N:12]2[C:17](=[O:18])[C:16]3[CH:19]=[C:20]([CH2:22][CH3:23])[S:21][C:15]=3[N:14]([CH2:24][C:25]3[CH:26]=[CH:27][C:28]([C:31]4[CH:36]=[CH:35][CH:34]=[CH:33][C:32]=4[C:37]4[NH:41][C:40](=[O:42])[O:39][N:38]=4)=[CH:29][CH:30]=3)[C:13]2=[O:43])=[C:6]([CH:11]=1)[C:7]([OH:9])=[O:8]. (2) Given the reactants [N+:1]([C:4]1[CH:5]=[C:6]([C:11]2[CH:16]=[CH:15][CH:14]=[CH:13][C:12]=2[C:17]([F:20])([F:19])[F:18])[CH:7]=[CH:8][C:9]=1[NH2:10])([O-:3])=[O:2].C(#N)C.C1C(=O)N([Cl:31])C(=O)C1, predict the reaction product. The product is: [Cl:31][C:8]1[CH:7]=[C:6]([C:11]2[CH:16]=[CH:15][CH:14]=[CH:13][C:12]=2[C:17]([F:18])([F:19])[F:20])[CH:5]=[C:4]([N+:1]([O-:3])=[O:2])[C:9]=1[NH2:10]. (3) Given the reactants Br[C:2]1[CH:7]=[C:6]([NH2:8])[CH:5]=[CH:4][N:3]=1.[F:9][C:10]([F:14])([F:13])[CH2:11][OH:12].[H-].[Na+], predict the reaction product. The product is: [F:9][C:10]([F:14])([F:13])[CH2:11][O:12][C:2]1[CH:7]=[C:6]([NH2:8])[CH:5]=[CH:4][N:3]=1. (4) Given the reactants [C:1]([O:5][C:6]([NH:8][C:9]1[CH:14]=[CH:13][C:12]([CH2:15][CH2:16][C:17](O)=[O:18])=[CH:11][CH:10]=1)=[O:7])([CH3:4])([CH3:3])[CH3:2].CN([P+](ON1N=NC2C=CC=CC1=2)(N(C)C)N(C)C)C.F[P-](F)(F)(F)(F)F.CCN(C(C)C)C(C)C.[BH4-].[Na+], predict the reaction product. The product is: [OH:18][CH2:17][CH2:16][CH2:15][C:12]1[CH:13]=[CH:14][C:9]([NH:8][C:6](=[O:7])[O:5][C:1]([CH3:3])([CH3:2])[CH3:4])=[CH:10][CH:11]=1.